Dataset: Forward reaction prediction with 1.9M reactions from USPTO patents (1976-2016). Task: Predict the product of the given reaction. Given the reactants [I:1][C:2]1[CH:10]=[C:6]([C:7](O)=[O:8])[C:5]([OH:11])=[CH:4][CH:3]=1.O=S(Cl)[Cl:14].CN(C=O)C, predict the reaction product. The product is: [I:1][C:2]1[CH:10]=[C:6]([C:7]([Cl:14])=[O:8])[C:5]([OH:11])=[CH:4][CH:3]=1.